This data is from Forward reaction prediction with 1.9M reactions from USPTO patents (1976-2016). The task is: Predict the product of the given reaction. Given the reactants [CH:1]1([CH:4]([N:11]2[CH:15]=[C:14]([C:16]3[N:21]4[CH:22]=[CH:23][N:24]=[C:20]4[CH:19]=[C:18]([C:25]4[CH:26]=[N:27][N:28]([CH3:30])[CH:29]=4)[N:17]=3)[CH:13]=[N:12]2)[CH2:5][C:6](OCC)=[O:7])[CH2:3][CH2:2]1.[Li+].[BH4-], predict the reaction product. The product is: [CH:1]1([CH:4]([N:11]2[CH:15]=[C:14]([C:16]3[N:21]4[CH:22]=[CH:23][N:24]=[C:20]4[CH:19]=[C:18]([C:25]4[CH:26]=[N:27][N:28]([CH3:30])[CH:29]=4)[N:17]=3)[CH:13]=[N:12]2)[CH2:5][CH2:6][OH:7])[CH2:3][CH2:2]1.